Dataset: Forward reaction prediction with 1.9M reactions from USPTO patents (1976-2016). Task: Predict the product of the given reaction. (1) Given the reactants [N:1]1[C:8]([Cl:9])=[N:7][C:5](Cl)=[N:4][C:2]=1[Cl:3].C(=O)([O-])O.[Na+].[CH:15]([S:18]([C:21]1[CH:27]=[CH:26][CH:25]=[CH:24][C:22]=1[NH2:23])(=[O:20])=[O:19])([CH3:17])[CH3:16].CC(C)=O, predict the reaction product. The product is: [Cl:9][C:8]1[N:1]=[C:2]([Cl:3])[N:4]=[C:5]([NH:23][C:22]2[CH:24]=[CH:25][CH:26]=[CH:27][C:21]=2[S:18]([CH:15]([CH3:17])[CH3:16])(=[O:20])=[O:19])[N:7]=1. (2) The product is: [O:33]1[C:37]2[CH:38]=[CH:39][CH:40]=[CH:41][C:36]=2[C:35]([CH2:42][NH:43][C:1]([C:4]2[NH:8][C:7]3[C:9]([Cl:13])=[C:10]([Cl:12])[S:11][C:6]=3[CH:5]=2)=[O:3])=[N:34]1. Given the reactants [C:1]([C:4]1[NH:8][C:7]2[C:9]([Cl:13])=[C:10]([Cl:12])[S:11][C:6]=2[CH:5]=1)([OH:3])=O.C1C=CC2N(O)N=NC=2C=1.CCN(C(C)C)C(C)C.[O:33]1[C:37]2[CH:38]=[CH:39][CH:40]=[CH:41][C:36]=2[C:35]([CH2:42][NH2:43])=[N:34]1.CCN=C=NCCCN(C)C, predict the reaction product.